From a dataset of Full USPTO retrosynthesis dataset with 1.9M reactions from patents (1976-2016). Predict the reactants needed to synthesize the given product. Given the product [NH:1]1[C:5]2[CH:6]=[CH:7][C:8]([C:10]3[N:21]([CH2:14][C:15]4[CH:20]=[CH:19][CH:18]=[CH:17][CH:16]=4)[C:22](=[S:23])[NH:13][N:12]=3)=[CH:9][C:4]=2[N:3]=[CH:2]1, predict the reactants needed to synthesize it. The reactants are: [N:1]1[C:5]2[CH:6]=[CH:7][C:8]([C:10]([NH:12][NH2:13])=O)=[CH:9][C:4]=2[NH:3][CH:2]=1.[CH2:14]([N:21]=[C:22]=[S:23])[C:15]1[CH:20]=[CH:19][CH:18]=[CH:17][CH:16]=1.